Dataset: Reaction yield outcomes from USPTO patents with 853,638 reactions. Task: Predict the reaction yield, written as a fraction of the theoretical maximum amount of product (1.0 means a 100% yield; for example, 0.34 means a 34% yield). (1) The reactants are [F:1][C:2]([F:25])([F:24])[C:3]1[CH:4]=[C:5]([NH:13][C:14](=[O:23])[C:15]2[CH:20]=[C:19](I)[CH:18]=[CH:17][C:16]=2[OH:22])[CH:6]=[C:7]([C:9]([F:12])([F:11])[F:10])[CH:8]=1.[S:26]1[CH:30]=[CH:29][C:28](B(O)O)=[CH:27]1. No catalyst specified. The product is [F:1][C:2]([F:25])([F:24])[C:3]1[CH:4]=[C:5]([NH:13][C:14](=[O:23])[C:15]2[CH:20]=[C:19]([C:28]3[CH:29]=[CH:30][S:26][CH:27]=3)[CH:18]=[CH:17][C:16]=2[OH:22])[CH:6]=[C:7]([C:9]([F:12])([F:11])[F:10])[CH:8]=1. The yield is 0.387. (2) The reactants are [CH2:1]([C:8]1[C:9]([NH:21][CH:22]([CH2:26][CH2:27][CH3:28])[C:23](O)=[O:24])=[N:10][CH:11]=[C:12]([C:14]2[CH:19]=[CH:18][C:17]([OH:20])=[CH:16][CH:15]=2)[N:13]=1)[C:2]1[CH:7]=[CH:6][CH:5]=[CH:4][CH:3]=1.N1C=CC=CC=1.C1(N=C=NC2CCCCC2)CCCCC1. The catalyst is C(Cl)Cl. The product is [CH2:1]([C:8]1[NH:13][C:12]([C:14]2[CH:15]=[CH:16][C:17]([OH:20])=[CH:18][CH:19]=2)=[CH:11][N:10]2[C:23](=[O:24])[C:22]([CH2:26][CH2:27][CH3:28])=[N:21][C:9]=12)[C:2]1[CH:3]=[CH:4][CH:5]=[CH:6][CH:7]=1. The yield is 0.860. (3) The reactants are [CH3:1][O:2][C:3](=[O:6])[CH2:4][SH:5].C[O-].[Na+].C[O:11][C:12](=O)[C:13]1[CH:18]=[CH:17][C:16]([CH3:19])=[N:15][C:14]=1Cl. The catalyst is CN(C=O)C. The product is [CH3:1][O:2][C:3]([C:4]1[S:5][C:14]2=[N:15][C:16]([CH3:19])=[CH:17][CH:18]=[C:13]2[C:12]=1[OH:11])=[O:6]. The yield is 0.290. (4) The reactants are Br[C:2]1[CH:7]=[CH:6][CH:5]=[C:4]([C:8]([CH3:11])([CH3:10])[CH3:9])[N:3]=1.O.[CH3:13][N:14](C)C=O. The catalyst is [C-]#N.[Zn+2].[C-]#N.C1C=CC([P]([Pd]([P](C2C=CC=CC=2)(C2C=CC=CC=2)C2C=CC=CC=2)([P](C2C=CC=CC=2)(C2C=CC=CC=2)C2C=CC=CC=2)[P](C2C=CC=CC=2)(C2C=CC=CC=2)C2C=CC=CC=2)(C2C=CC=CC=2)C2C=CC=CC=2)=CC=1. The product is [C:8]([C:4]1[CH:5]=[CH:6][CH:7]=[C:2]([C:13]#[N:14])[N:3]=1)([CH3:11])([CH3:10])[CH3:9]. The yield is 0.890. (5) The reactants are [N+:1]([C:4]1[CH:13]=[CH:12][C:7]([CH:8]=[CH:9][CH2:10][OH:11])=[CH:6][CH:5]=1)([O-])=O.O.NN. The catalyst is C1COCC1.CO.[Ni]. The product is [NH2:1][C:4]1[CH:5]=[CH:6][C:7]([CH:8]=[CH:9][CH2:10][OH:11])=[CH:12][CH:13]=1. The yield is 0.990. (6) The reactants are [Si:1]([O:8][CH2:9][CH2:10][CH2:11][CH2:12][CH2:13][CH2:14][CH:15](O)[CH2:16][CH2:17][CH2:18][CH2:19][C:20]#[C:21][Si:22]([CH3:25])([CH3:24])[CH3:23])([C:4]([CH3:7])([CH3:6])[CH3:5])([CH3:3])[CH3:2].BrCCCCCCCC[O:36][Si](C(C)(C)C)(C)C.C[Si](C)(C)C#CCCC=O. No catalyst specified. The product is [Si:1]([O:8][CH2:9][CH2:10][CH2:11][CH2:12][CH2:13][CH2:14][CH2:15][CH2:16][CH:17]([OH:36])[CH2:18][CH2:19][C:20]#[C:21][Si:22]([CH3:25])([CH3:24])[CH3:23])([C:4]([CH3:7])([CH3:6])[CH3:5])([CH3:3])[CH3:2]. The yield is 0.600. (7) The reactants are [OH-].[Na+].[CH3:3][N:4]1[C:12]2[C:7](=[CH:8][C:9]([C:13]([O:15]C)=[O:14])=[CH:10][CH:11]=2)[CH:6]=[N:5]1. The catalyst is O.CO. The product is [CH3:3][N:4]1[C:12]2[C:7](=[CH:8][C:9]([C:13]([OH:15])=[O:14])=[CH:10][CH:11]=2)[CH:6]=[N:5]1. The yield is 0.830.